From a dataset of Peptide-MHC class II binding affinity with 134,281 pairs from IEDB. Regression. Given a peptide amino acid sequence and an MHC pseudo amino acid sequence, predict their binding affinity value. This is MHC class II binding data. (1) The peptide sequence is PSVIPAARLFKAFIL. The MHC is DRB1_0405 with pseudo-sequence DRB1_0405. The binding affinity (normalized) is 0.501. (2) The peptide sequence is AGAKGEQGPKGEP. The MHC is DRB1_0401 with pseudo-sequence DRB1_0401. The binding affinity (normalized) is 0. (3) The peptide sequence is EKPYFAATQFEPLAA. The MHC is HLA-DQA10401-DQB10402 with pseudo-sequence HLA-DQA10401-DQB10402. The binding affinity (normalized) is 0.631.